This data is from Forward reaction prediction with 1.9M reactions from USPTO patents (1976-2016). The task is: Predict the product of the given reaction. (1) Given the reactants [C:1](=[O:8])([O:3][C:4]([CH3:7])([CH3:6])[CH3:5])[NH2:2].CC1(C)C2C(=C(P(C3C=CC=CC=3)C3C=CC=CC=3)C=CC=2)OC2C(P(C3C=CC=CC=3)C3C=CC=CC=3)=CC=CC1=2.C(=O)([O-])[O-].[Cs+].[Cs+].Cl[C:58]1[N:63]=[C:62]([N:64]2[CH2:69][CH2:68][CH:67]([N:70]3[CH2:76][CH2:75][C:74]4[CH:77]=[C:78]([O:81][CH3:82])[CH:79]=[CH:80][C:73]=4[NH:72][C:71]3=[O:83])[CH2:66][CH2:65]2)[CH:61]=[C:60]([C:84]([C:86]2[CH:96]=[C:95]([CH3:97])[C:89]3[N:90]([CH3:94])[C:91](=[O:93])[O:92][C:88]=3[CH:87]=2)=[O:85])[CH:59]=1, predict the reaction product. The product is: [CH3:94][N:90]1[C:89]2[C:95]([CH3:97])=[CH:96][C:86]([C:84]([C:60]3[CH:59]=[C:58]([NH:2][C:1](=[O:8])[O:3][C:4]([CH3:7])([CH3:6])[CH3:5])[N:63]=[C:62]([N:64]4[CH2:65][CH2:66][CH:67]([N:70]5[CH2:76][CH2:75][C:74]6[CH:77]=[C:78]([O:81][CH3:82])[CH:79]=[CH:80][C:73]=6[NH:72][C:71]5=[O:83])[CH2:68][CH2:69]4)[CH:61]=3)=[O:85])=[CH:87][C:88]=2[O:92][C:91]1=[O:93]. (2) Given the reactants [CH2:1]([C:8]1([OH:23])[CH2:13][CH2:12][N:11]([C:14]([C:16]2[C:17](Cl)=[N:18][CH:19]=[CH:20][CH:21]=2)=[O:15])[CH2:10][CH2:9]1)[C:2]1[CH:7]=[CH:6][CH:5]=[CH:4][CH:3]=1.[N:24]1[CH:29]=[CH:28][C:27](B(O)O)=[CH:26][CH:25]=1.C(=O)([O-])[O-].[Na+].[Na+].CN(C=O)C, predict the reaction product. The product is: [CH2:1]([C:8]1([OH:23])[CH2:13][CH2:12][N:11]([C:14]([C:16]2[C:17]([C:27]3[CH:28]=[CH:29][N:24]=[CH:25][CH:26]=3)=[N:18][CH:19]=[CH:20][CH:21]=2)=[O:15])[CH2:10][CH2:9]1)[C:2]1[CH:7]=[CH:6][CH:5]=[CH:4][CH:3]=1. (3) Given the reactants [CH3:1][C:2]1[CH:3]=[C:4]([C:8]2[CH:13]=[CH:12][C:11](/[C:14](/[CH3:19])=[CH:15]/[C:16]([O-])=[O:17])=[CH:10][CH:9]=2)[CH:5]=[CH:6][CH:7]=1.CC(C[AlH]CC(C)C)C, predict the reaction product. The product is: [CH3:1][C:2]1[CH:3]=[C:4]([C:8]2[CH:13]=[CH:12][C:11](/[C:14](/[CH3:19])=[CH:15]/[CH2:16][OH:17])=[CH:10][CH:9]=2)[CH:5]=[CH:6][CH:7]=1. (4) The product is: [C:1]1([C:7]#[C:8][C:9]2[CH:10]=[C:11]([C:15]([N:51]3[CH2:52][CH:53]=[C:54]([C:57]4[CH:58]=[C:59]([CH:62]=[CH:63][CH:64]=4)[C:60]#[N:61])[CH2:55][CH2:56]3)=[O:17])[CH:12]=[N:13][CH:14]=2)[CH:2]=[CH:3][CH:4]=[CH:5][CH:6]=1. Given the reactants [C:1]1([C:7]#[C:8][C:9]2[CH:10]=[C:11]([C:15]([OH:17])=O)[CH:12]=[N:13][CH:14]=2)[CH:6]=[CH:5][CH:4]=[CH:3][CH:2]=1.CN(C(ON1N=NC2C=CC=NC1=2)=[N+](C)C)C.F[P-](F)(F)(F)(F)F.C(N(C(C)C)CC)(C)C.[NH:51]1[CH2:56][CH:55]=[C:54]([C:57]2[CH:58]=[C:59]([CH:62]=[CH:63][CH:64]=2)[C:60]#[N:61])[CH2:53][CH2:52]1, predict the reaction product. (5) Given the reactants Br[C:2]1[CH:7]=[CH:6][C:5]([C:8]([N:10]2[CH2:15][CH2:14][C:13]([O:17][CH3:18])([CH3:16])[CH2:12][CH2:11]2)=[O:9])=[CH:4][CH:3]=1.CC1(C)C(C)(C)OB([C:27]2[CH:28]=[CH:29][C:30]3[N:31]([C:33]([C:36]4[CH:43]=[CH:42][C:39]([C:40]#[N:41])=[CH:38][CH:37]=4)=[CH:34][N:35]=3)[CH:32]=2)O1.[O-]P([O-])([O-])=O.[K+].[K+].[K+], predict the reaction product. The product is: [CH3:18][O:17][C:13]1([CH3:16])[CH2:14][CH2:15][N:10]([C:8]([C:5]2[CH:6]=[CH:7][C:2]([C:27]3[CH:28]=[CH:29][C:30]4[N:31]([C:33]([C:36]5[CH:43]=[CH:42][C:39]([C:40]#[N:41])=[CH:38][CH:37]=5)=[CH:34][N:35]=4)[CH:32]=3)=[CH:3][CH:4]=2)=[O:9])[CH2:11][CH2:12]1. (6) Given the reactants Cl[C:2]1[C:11]2[C:6](=[CH:7][CH:8]=[C:9]([CH3:12])[CH:10]=2)[N:5]=[C:4]([N:13]2[CH2:19][C:18]3[CH:20]=[CH:21][CH:22]=[CH:23][C:17]=3[S:16](=[O:25])(=[O:24])[CH2:15][CH2:14]2)[CH:3]=1.[CH2:26]([NH2:32])[CH2:27][CH2:28][CH2:29][CH2:30][NH2:31], predict the reaction product. The product is: [O:24]=[S:16]1(=[O:25])[C:17]2[CH:23]=[CH:22][CH:21]=[CH:20][C:18]=2[CH2:19][N:13]([C:4]2[CH:3]=[C:2]([NH:31][CH2:30][CH2:29][CH2:28][CH2:27][CH2:26][NH2:32])[C:11]3[C:6](=[CH:7][CH:8]=[C:9]([CH3:12])[CH:10]=3)[N:5]=2)[CH2:14][CH2:15]1. (7) Given the reactants F[C:2]1[N:7]=[CH:6][C:5]([C:8]2[CH:13]=[C:12]([NH2:14])[CH:11]=[C:10]([NH:15][C:16]3[CH:21]=[C:20]([C:22]([F:25])([F:24])[F:23])[CH:19]=[CH:18][N:17]=3)[N:9]=2)=[CH:4][CH:3]=1.[NH2:26][CH:27]1[CH2:31][CH2:30][NH:29][C:28]1=[O:32].P([O-])([O-])([O-])=O.[K+].[K+].[K+].C(N(CC)C(C)C)(C)C, predict the reaction product. The product is: [NH2:14][C:12]1[CH:11]=[C:10]([NH:15][C:16]2[CH:21]=[C:20]([C:22]([F:25])([F:24])[F:23])[CH:19]=[CH:18][N:17]=2)[N:9]=[C:8]([C:5]2[CH:6]=[N:7][C:2]([NH:26][CH:27]3[CH2:31][CH2:30][NH:29][C:28]3=[O:32])=[CH:3][CH:4]=2)[CH:13]=1.